Dataset: Reaction yield outcomes from USPTO patents with 853,638 reactions. Task: Predict the reaction yield, written as a fraction of the theoretical maximum amount of product (1.0 means a 100% yield; for example, 0.34 means a 34% yield). (1) The reactants are [Br:1][C:2]1[CH:8]=[C:7]([CH3:9])[C:5](N)=[C:4]([O:10][CH3:11])[CH:3]=1.C([N:14](CC)CC)C.[C:19]([CH2:23][C:24](Cl)=[O:25])([CH3:22])([CH3:21])[CH3:20]. The catalyst is ClCCl. The product is [Br:1][C:2]1[CH:8]=[C:7]([CH3:9])[C:5]([CH:23]([C:19]([CH3:22])([CH3:21])[CH3:20])[C:24]([NH2:14])=[O:25])=[C:4]([O:10][CH3:11])[CH:3]=1. The yield is 0.890. (2) The reactants are [Cl:1][C:2]1[CH:7]=[C:6]([N:8]=[C:9]=[S:10])[CH:5]=[C:4]([Cl:11])[CH:3]=1.[C:12]([NH-:14])#[N:13].[Na+].[CH3:16]I. The catalyst is C(#N)C.CO. The product is [C:12]([NH:14][C:9](=[N:8][C:6]1[CH:7]=[C:2]([Cl:1])[CH:3]=[C:4]([Cl:11])[CH:5]=1)[S:10][CH3:16])#[N:13]. The yield is 0.630. (3) The reactants are [NH2:1][C:2]1[CH:7]=[CH:6][C:5]([CH:8]([C:15]2[CH:20]=[CH:19][C:18]([Cl:21])=[CH:17][CH:16]=2)[C:9]2[N:13]([CH3:14])[CH:12]=[N:11][CH:10]=2)=[CH:4][C:3]=1[C:22]([C:24]1[CH:29]=[CH:28][CH:27]=[C:26]([Cl:30])[CH:25]=1)=[O:23].[BH4-].[Na+]. The catalyst is CO. The product is [NH2:1][C:2]1[CH:7]=[CH:6][C:5]([CH:8]([C:15]2[CH:16]=[CH:17][C:18]([Cl:21])=[CH:19][CH:20]=2)[C:9]2[N:13]([CH3:14])[CH:12]=[N:11][CH:10]=2)=[CH:4][C:3]=1[CH:22]([C:24]1[CH:29]=[CH:28][CH:27]=[C:26]([Cl:30])[CH:25]=1)[OH:23]. The yield is 0.330. (4) The reactants are [CH3:1][S:2][C:3]1[CH:11]=[C:10]2[C:6]([CH:7]=[CH:8][N:9]2S(C2C=CC=CC=2)(=O)=O)=[CH:5][CH:4]=1.[Li]CCCC.[CH:26](=[O:30])[CH:27]([CH3:29])[CH3:28]. The catalyst is C1COCC1. The product is [CH3:28][CH:27]([CH3:29])[C:26]([C:8]1[NH:9][C:10]2[C:6]([CH:7]=1)=[CH:5][CH:4]=[C:3]([S:2][CH3:1])[CH:11]=2)=[O:30]. The yield is 0.643. (5) The reactants are Cl[C:2]1[N:11]=[C:10]([NH:12][CH2:13][CH:14]([C:20]2[CH:25]=[CH:24][CH:23]=[CH:22][N:21]=2)[C:15]2[NH:16][CH:17]=[CH:18][CH:19]=2)[C:9]2[C:4](=[CH:5][CH:6]=[CH:7][CH:8]=2)[N:3]=1.[CH3:26][S:27]([NH:30][C:31]1[CH:36]=[CH:35][C:34](B(O)O)=[CH:33][CH:32]=1)(=[O:29])=[O:28].C1(C(C2C=CC=CN=2)CNC2C3C(=CC=CC=3)N=C(C3C=CC(NS(C)(=O)=O)=CC=3)N=2)C=CC=CC=1. The catalyst is C(Cl)(Cl)Cl.CO. The product is [N:21]1[CH:22]=[CH:23][CH:24]=[CH:25][C:20]=1[CH:14]([C:15]1[NH:16][CH:17]=[CH:18][CH:19]=1)[CH2:13][NH:12][C:10]1[C:9]2[C:4](=[CH:5][CH:6]=[CH:7][CH:8]=2)[N:3]=[C:2]([C:34]2[CH:33]=[CH:32][C:31]([NH:30][S:27]([CH3:26])(=[O:28])=[O:29])=[CH:36][CH:35]=2)[N:11]=1. The yield is 0.430. (6) The reactants are [Cl:1][C:2]1[N:3]=[C:4]([N:17]2[CH2:22][CH2:21][O:20][CH2:19][CH2:18]2)[C:5]2[O:10][C:9]3[N:11]=[CH:12][C:13]([CH:15]=O)=[CH:14][C:8]=3[C:6]=2[N:7]=1.[NH:23]1[CH2:28][CH2:27][CH2:26][CH2:25][CH2:24]1.[BH-](OC(C)=O)(OC(C)=O)OC(C)=O.[Na+].[BH3-]C#N.[Na+]. The catalyst is CN(C=O)C. The product is [Cl:1][C:2]1[N:3]=[C:4]([N:17]2[CH2:22][CH2:21][O:20][CH2:19][CH2:18]2)[C:5]2[O:10][C:9]3[N:11]=[CH:12][C:13]([CH2:15][N:23]4[CH2:28][CH2:27][CH2:26][CH2:25][CH2:24]4)=[CH:14][C:8]=3[C:6]=2[N:7]=1. The yield is 0.540. (7) The reactants are [CH2:1]([O:4][C:5](=[O:16])[NH:6][C:7]1[C:12]([CH3:13])=[CH:11][C:10]([NH2:14])=[CH:9][C:8]=1[CH3:15])[CH2:2][CH3:3].[CH3:17][C:18]1[C:23]([CH:24]=O)=[CH:22][N:21]=[C:20]([C:26]2[CH:31]=[CH:30][CH:29]=[CH:28][CH:27]=2)[N:19]=1.C([BH3-])#N.[Na+].C(=O)([O-])[O-].[Na+].[Na+]. The catalyst is CO.C(O)(=O)C. The product is [CH2:1]([O:4][C:5](=[O:16])[NH:6][C:7]1[C:8]([CH3:15])=[CH:9][C:10]([NH:14][CH2:24][C:23]2[C:18]([CH3:17])=[N:19][C:20]([C:26]3[CH:27]=[CH:28][CH:29]=[CH:30][CH:31]=3)=[N:21][CH:22]=2)=[CH:11][C:12]=1[CH3:13])[CH2:2][CH3:3]. The yield is 0.330. (8) The reactants are [Br:1][C:2]1[CH:3]=[C:4]([N+:15]([O-])=O)[C:5]([O:8][CH2:9][C:10](OCC)=[O:11])=[N:6][CH:7]=1.Cl.[Sn](Cl)(Cl)(Cl)Cl.CO.C(Cl)(Cl)Cl. The catalyst is C1COCC1. The product is [Br:1][C:2]1[CH:7]=[N:6][C:5]2[O:8][CH2:9][C:10](=[O:11])[NH:15][C:4]=2[CH:3]=1. The yield is 0.370.